This data is from Reaction yield outcomes from USPTO patents with 853,638 reactions. The task is: Predict the reaction yield, written as a fraction of the theoretical maximum amount of product (1.0 means a 100% yield; for example, 0.34 means a 34% yield). (1) The catalyst is CC1C=CC(S(O)(=O)=O)=CC=1.C([O-])([O-])=O.[Na+].[Na+]. The reactants are [N+:1]([C:4]1[CH:9]=[CH:8][C:7]([C:10](=[O:12])[CH3:11])=[CH:6][CH:5]=1)([O-:3])=[O:2].[CH3:13][O:14]C(OC)OC.[CH3:20]O. The product is [CH3:20][O:12][C:10]([C:7]1[CH:6]=[CH:5][C:4]([N+:1]([O-:3])=[O:2])=[CH:9][CH:8]=1)([O:14][CH3:13])[CH3:11]. The yield is 1.00. (2) The reactants are [Cl:1][C:2]1[C:3]([C:11]#[N:12])=[N:4][CH:5]=[C:6]([N+:8]([O-])=O)[CH:7]=1.[Cl-].[Ca+2].[Cl-]. The catalyst is C(O)C.[Fe]. The product is [NH2:8][C:6]1[CH:7]=[C:2]([Cl:1])[C:3]([C:11]#[N:12])=[N:4][CH:5]=1. The yield is 0.430. (3) The reactants are Cl.[CH3:2][CH:3]([O:5][C:6]1[CH:11]=[CH:10][C:9]([C:12]2[C:16]([CH:17]=[O:18])=[CH:15][NH:14][N:13]=2)=[CH:8][CH:7]=1)[CH3:4].[C:19]([O-])([O-])=O.[K+].[K+].CI.O. The catalyst is C(#N)C. The product is [CH:3]([O:5][C:6]1[CH:11]=[CH:10][C:9]([C:12]2[N:13]([CH3:19])[N:14]=[CH:15][C:16]=2[CH:17]=[O:18])=[CH:8][CH:7]=1)([CH3:2])[CH3:4]. The yield is 0.210. (4) The reactants are [CH3:1][CH:2]1[CH2:10][C:9]2[C:4](=[CH:5][C:6]([N+:15]([O-:17])=[O:16])=[C:7]([NH:11]C(=O)C)[CH:8]=2)[CH2:3]1. The catalyst is CCO.[CH]Cl. The product is [CH3:1][CH:2]1[CH2:10][C:9]2[C:4](=[CH:5][C:6]([N+:15]([O-:17])=[O:16])=[C:7]([NH2:11])[CH:8]=2)[CH2:3]1. The yield is 0.970. (5) The reactants are [CH3:1][C:2]([CH3:22])([CH3:21])[C:3]#[C:4][C:5]1[CH:10]=[C:9]([N+:11]([O-:13])=[O:12])[CH:8]=[C:7]([F:14])[C:6]=1[NH:15]C(=O)CCC.CC([O-])(C)C.[K+].O. The catalyst is CN(C=O)C. The product is [C:2]([C:3]1[NH:15][C:6]2[C:5]([CH:4]=1)=[CH:10][C:9]([N+:11]([O-:13])=[O:12])=[CH:8][C:7]=2[F:14])([CH3:22])([CH3:21])[CH3:1]. The yield is 0.810. (6) The reactants are [CH2:1]([NH2:7])[C:2]1[O:6][CH:5]=[CH:4][CH:3]=1.[O:8]1[CH2:12][CH2:11][CH:10]([S:13](Cl)(=[O:15])=[O:14])[CH2:9]1. The catalyst is N1C=CC=CC=1. The product is [O:6]1[CH:5]=[CH:4][CH:3]=[C:2]1[CH2:1][NH:7][S:13]([CH:10]1[CH2:11][CH2:12][O:8][CH2:9]1)(=[O:15])=[O:14]. The yield is 0.650.